From a dataset of Full USPTO retrosynthesis dataset with 1.9M reactions from patents (1976-2016). Predict the reactants needed to synthesize the given product. (1) Given the product [Cl:17][C:3]1[CH:4]=[C:5]([N:11]2[N:15]=[CH:14][CH:13]=[N:12]2)[C:6]([C:8]([O-:10])=[O:9])=[N:7][CH:2]=1.[Na+:16], predict the reactants needed to synthesize it. The reactants are: C[C:2]1[N:7]=[C:6]([C:8]([O-:10])=[O:9])[C:5]([N:11]2[N:15]=[CH:14][CH:13]=[N:12]2)=[CH:4][CH:3]=1.[Na+:16].[Cl:17]C1C=C(F)C(C#N)=NC=1.BrC1C(C#N)=NC(C)=CC=1. (2) Given the product [C:17]([SiH2:16][O:15][C:14]([C:27]1[CH:28]=[CH:29][CH:30]=[CH:31][CH:32]=1)([C:21]1[CH:22]=[CH:23][CH:24]=[CH:25][CH:26]=1)[C:11]1[CH:10]=[CH:9][C:8]([S:5]([N:4]=[C:3]([N:36]2[N:37]=[CH:38][C:39]3([CH2:43][CH2:42][CH2:41][CH2:40]3)[CH2:35]2)[S:2][CH3:1])(=[O:7])=[O:6])=[CH:13][CH:12]=1)([CH3:20])([CH3:18])[CH3:19], predict the reactants needed to synthesize it. The reactants are: [CH3:1][S:2][C:3](SC)=[N:4][S:5]([C:8]1[CH:13]=[CH:12][C:11]([C:14]([C:27]2[CH:32]=[CH:31][CH:30]=[CH:29][CH:28]=2)([C:21]2[CH:26]=[CH:25][CH:24]=[CH:23][CH:22]=2)[O:15][SiH2:16][C:17]([CH3:20])([CH3:19])[CH3:18])=[CH:10][CH:9]=1)(=[O:7])=[O:6].[CH2:35]1[C:39]2([CH2:43][CH2:42][CH2:41][CH2:40]2)[CH2:38][N:37]=[N:36]1. (3) Given the product [CH:1]1([C:4]2[C:5]([O:14][C@@H:15]3[CH2:20][CH2:19][CH2:18][N:17]([C@H:21]([C:23]4[CH:28]=[C:27]([Cl:29])[CH:26]=[C:25]([Cl:30])[CH:24]=4)[CH3:22])[CH2:16]3)=[CH:6][C:7]([F:13])=[C:8]([CH:12]=2)[C:9]([OH:11])=[O:10])[CH2:3][CH2:2]1, predict the reactants needed to synthesize it. The reactants are: [CH:1]1([C:4]2[C:5]([O:14][C@@H:15]3[CH2:20][CH2:19][CH2:18][N:17]([C@H:21]([C:23]4[CH:28]=[C:27]([Cl:29])[CH:26]=[C:25]([Cl:30])[CH:24]=4)[CH3:22])[CH2:16]3)=[CH:6][C:7]([F:13])=[C:8]([CH:12]=2)[C:9]([O-:11])=[O:10])[CH2:3][CH2:2]1.[OH-].[Li+].Cl. (4) The reactants are: [F:1][C:2]1[CH:3]=[CH:4][CH:5]=[C:6]2[C:10]=1[N:9]([C:11]1[N:15]=[C:14]([C@@H:16]3[CH2:19][C@H:18]([NH:20][S:21]([C:24]4[CH:29]=[CH:28][CH:27]=[CH:26][C:25]=4[N+:30]([O-:32])=[O:31])(=[O:23])=[O:22])[CH2:17]3)[O:13][N:12]=1)[N:8]=[C:7]2[CH:33]([CH3:35])[CH3:34].[C:36]([O:40][C:41]([NH:43][CH2:44][CH2:45][CH2:46]O)=[O:42])([CH3:39])([CH3:38])[CH3:37].C(P(CCCC)CCCC)CCC.N(C(OCC)=O)=NC(OCC)=O. Given the product [F:1][C:2]1[CH:3]=[CH:4][CH:5]=[C:6]2[C:10]=1[N:9]([C:11]1[N:15]=[C:14]([C@@H:16]3[CH2:19][C@H:18]([N:20]([S:21]([C:24]4[CH:29]=[CH:28][CH:27]=[CH:26][C:25]=4[N+:30]([O-:32])=[O:31])(=[O:23])=[O:22])[CH2:46][CH2:45][CH2:44][NH:43][C:41](=[O:42])[O:40][C:36]([CH3:39])([CH3:38])[CH3:37])[CH2:17]3)[O:13][N:12]=1)[N:8]=[C:7]2[CH:33]([CH3:35])[CH3:34], predict the reactants needed to synthesize it. (5) Given the product [Br:8][C:6]1[C:5]([F:9])=[CH:4][C:3]([F:10])=[C:2]([CH:7]=1)[CH:14]=[O:15], predict the reactants needed to synthesize it. The reactants are: Br[C:2]1[CH:7]=[C:6]([Br:8])[C:5]([F:9])=[CH:4][C:3]=1[F:10].CN([CH:14]=[O:15])C.C([Li])CCC. (6) Given the product [C:3]([OH:8])(=[O:7])[C:4]([OH:6])=[O:5].[N:9]1([CH2:14][CH2:15][CH2:16][N:17]2[CH2:18][CH2:19][CH:20]([CH2:23][NH2:24])[CH2:21][CH2:22]2)[CH:13]=[CH:12][N:11]=[N:10]1, predict the reactants needed to synthesize it. The reactants are: O.O.[C:3]([OH:8])(=[O:7])[C:4]([OH:6])=[O:5].[N:9]1([CH2:14][CH2:15][CH2:16][N:17]2[CH2:22][CH2:21][CH:20]([CH2:23][NH2:24])[CH2:19][CH2:18]2)[CH:13]=[CH:12][N:11]=[N:10]1. (7) The reactants are: [CH3:1][NH:2][CH2:3][C:4]1[CH:13]=[CH:12][C:7]([C:8]([O:10][CH3:11])=[O:9])=[CH:6][CH:5]=1.[C:14](Cl)(=[O:23])[O:15][CH2:16][C:17]1[CH:22]=[CH:21][CH:20]=[CH:19][CH:18]=1.C(=O)(O)[O-].[Na+].C(OCC)(=O)C. Given the product [CH2:16]([O:15][C:14]([N:2]([CH2:3][C:4]1[CH:13]=[CH:12][C:7]([C:8]([O:10][CH3:11])=[O:9])=[CH:6][CH:5]=1)[CH3:1])=[O:23])[C:17]1[CH:22]=[CH:21][CH:20]=[CH:19][CH:18]=1, predict the reactants needed to synthesize it. (8) Given the product [Cl:31][C:32]1[CH:37]=[CH:36][C:35]([NH:38][C:39]([N:19]2[CH2:20][C@H:21]([OH:23])[CH2:22][C@@H:18]2[C:16]([NH:15][C:12]2[CH:11]=[CH:10][C:9]([N:4]3[CH2:5][CH2:6][O:7][CH2:8][C:3]3=[O:2])=[CH:14][CH:13]=2)=[O:17])=[O:40])=[CH:34][CH:33]=1, predict the reactants needed to synthesize it. The reactants are: Cl.[O:2]=[C:3]1[CH2:8][O:7][CH2:6][CH2:5][N:4]1[C:9]1[CH:14]=[CH:13][C:12]([NH:15][C:16]([C@H:18]2[CH2:22][C@@H:21]([OH:23])[CH2:20][NH:19]2)=[O:17])=[CH:11][CH:10]=1.C(N(CC)CC)C.[Cl:31][C:32]1[CH:37]=[CH:36][C:35]([N:38]=[C:39]=[O:40])=[CH:34][CH:33]=1.